From a dataset of Forward reaction prediction with 1.9M reactions from USPTO patents (1976-2016). Predict the product of the given reaction. (1) The product is: [CH:5]1([C:3]2[N:16]=[C:14]([CH2:13][C:11]#[N:12])[S:15][CH:2]=2)[CH2:10][CH2:9][CH2:8][CH2:7][CH2:6]1. Given the reactants Br[CH2:2][C:3]([CH:5]1[CH2:10][CH2:9][CH2:8][CH2:7][CH2:6]1)=O.[C:11]([CH2:13][C:14]([NH2:16])=[S:15])#[N:12], predict the reaction product. (2) Given the reactants [F:1][C:2]1[CH:7]=[CH:6][CH:5]=[C:4]([F:8])[C:3]=1[N:9]1[C:17]2[CH:16]=[CH:15][N:14]=[C:13]([O:18][CH3:19])[C:12]=2[C:11]([C:20]2[CH:25]=[CH:24][C:23]([CH2:26][C:27]#[N:28])=[CH:22][CH:21]=2)=[N:10]1.C1C(=O)N([Br:36])C(=O)C1.O, predict the reaction product. The product is: [Br:36][C:16]1[C:17]2[N:9]([C:3]3[C:4]([F:8])=[CH:5][CH:6]=[CH:7][C:2]=3[F:1])[N:10]=[C:11]([C:20]3[CH:25]=[CH:24][C:23]([CH2:26][C:27]#[N:28])=[CH:22][CH:21]=3)[C:12]=2[C:13]([O:18][CH3:19])=[N:14][CH:15]=1. (3) Given the reactants [C-:1]#[N:2].[Na+].[Br:4][C:5]1[CH:6]=[N:7][C:8](Cl)=[N:9][CH:10]=1, predict the reaction product. The product is: [Br:4][C:5]1[CH:6]=[N:7][C:8]([C:1]#[N:2])=[N:9][CH:10]=1. (4) Given the reactants [F:1][C:2]([F:27])([F:26])[C:3]1[CH:4]=[C:5]([NH:13][C:14](SC)=[C:15]([S:18]([CH:21]([CH3:23])[CH3:22])(=[O:20])=[O:19])[C:16]#[N:17])[CH:6]=[C:7]([C:9]([F:12])([F:11])[F:10])[CH:8]=1.[NH2:28][CH:29]([C:31]([CH3:34])([CH3:33])[CH3:32])[CH3:30], predict the reaction product. The product is: [F:26][C:2]([F:1])([F:27])[C:3]1[CH:4]=[C:5]([NH:13][C:14]([NH:28][CH:29]([CH3:30])[C:31]([CH3:34])([CH3:33])[CH3:32])=[C:15]([S:18]([CH:21]([CH3:22])[CH3:23])(=[O:19])=[O:20])[C:16]#[N:17])[CH:6]=[C:7]([C:9]([F:10])([F:12])[F:11])[CH:8]=1. (5) Given the reactants Cl.Cl[CH2:3][C:4]1[CH:9]=[CH:8][N:7]=[CH:6][CH:5]=1.C([O-])([O-])=O.[K+].[K+].[C:16]([O-:19])(=[S:18])[CH3:17].[K+], predict the reaction product. The product is: [C:16](=[O:19])([S:18][CH2:3][C:4]1[CH:9]=[CH:8][N:7]=[CH:6][CH:5]=1)[CH3:17]. (6) The product is: [CH:41]1([CH2:44][O:45][NH:46][C:19]([C:18]2[C:9]([NH:8][C:5]3[CH:6]=[CH:7][C:2]([Br:1])=[CH:3][C:4]=3[Cl:23])=[C:10]([F:22])[C:11]3[O:15][N:14]=[C:13]([CH3:16])[C:12]=3[CH:17]=2)=[O:20])[CH2:43][CH2:42]1. Given the reactants [Br:1][C:2]1[CH:7]=[CH:6][C:5]([NH:8][C:9]2[C:18]([C:19](O)=[O:20])=[CH:17][C:12]3[C:13]([CH3:16])=[N:14][O:15][C:11]=3[C:10]=2[F:22])=[C:4]([Cl:23])[CH:3]=1.C1C=CC2N(O)N=NC=2C=1.CCN(CC)CC.[CH:41]1([CH2:44][O:45][NH2:46])[CH2:43][CH2:42]1.Cl.CN(C)CCCN=C=NCC, predict the reaction product. (7) The product is: [CH3:17][C:15]1[N:16]=[C:12]([C:7]2[O:8][C:9]3[C:4]([C:5](=[O:18])[CH:6]=2)=[CH:3][C:2]([N:29]2[CH2:28][CH2:27][N:26]([C:19]([O:21][C:22]([CH3:25])([CH3:24])[CH3:23])=[O:20])[CH2:31][CH2:30]2)=[CH:11][CH:10]=3)[S:13][CH:14]=1. Given the reactants Br[C:2]1[CH:3]=[C:4]2[C:9](=[CH:10][CH:11]=1)[O:8][C:7]([C:12]1[S:13][CH:14]=[C:15]([CH3:17])[N:16]=1)=[CH:6][C:5]2=[O:18].[C:19]([N:26]1[CH2:31][CH2:30][NH:29][CH2:28][CH2:27]1)([O:21][C:22]([CH3:25])([CH3:24])[CH3:23])=[O:20].COC1C=CC=C(OC)C=1C1C=CC=CC=1P(C1CCCCC1)C1CCCCC1.C([O-])([O-])=O.[Cs+].[Cs+], predict the reaction product. (8) Given the reactants [C:1]1([C:7]2([C:13]3[CH:18]=[CH:17][CH:16]=[CH:15][CH:14]=3)[CH2:12][CH2:11][NH:10][CH2:9][CH2:8]2)[CH:6]=[CH:5][CH:4]=[CH:3][CH:2]=1.[O:19]=[C:20]1[C:24]([C:31]2[CH:36]=[CH:35][CH:34]=[CH:33][CH:32]=2)([C:25]2[CH:30]=[CH:29][CH:28]=[CH:27][CH:26]=2)[CH2:23][CH2:22][N:21]1[CH2:37][C:38](O)=[O:39].Cl.C(N=C=NCCCN(C)C)C, predict the reaction product. The product is: [C:1]1([C:7]2([C:13]3[CH:18]=[CH:17][CH:16]=[CH:15][CH:14]=3)[CH2:8][CH2:9][N:10]([C:38](=[O:39])[CH2:37][N:21]3[CH2:22][CH2:23][C:24]([C:25]4[CH:30]=[CH:29][CH:28]=[CH:27][CH:26]=4)([C:31]4[CH:36]=[CH:35][CH:34]=[CH:33][CH:32]=4)[C:20]3=[O:19])[CH2:11][CH2:12]2)[CH:2]=[CH:3][CH:4]=[CH:5][CH:6]=1.